Dataset: Peptide-MHC class I binding affinity with 185,985 pairs from IEDB/IMGT. Task: Regression. Given a peptide amino acid sequence and an MHC pseudo amino acid sequence, predict their binding affinity value. This is MHC class I binding data. (1) The peptide sequence is DLMGYIPLV. The binding affinity (normalized) is 0.799. The MHC is HLA-A02:01 with pseudo-sequence HLA-A02:01. (2) The peptide sequence is MGANFRAGR. The MHC is HLA-A68:01 with pseudo-sequence HLA-A68:01. The binding affinity (normalized) is 0.645. (3) The peptide sequence is RKLGWWLKL. The MHC is HLA-B57:01 with pseudo-sequence HLA-B57:01. The binding affinity (normalized) is 0.0847. (4) The peptide sequence is FVDTMSIYI. The MHC is HLA-A02:01 with pseudo-sequence HLA-A02:01. The binding affinity (normalized) is 0.896.